Dataset: Reaction yield outcomes from USPTO patents with 853,638 reactions. Task: Predict the reaction yield, written as a fraction of the theoretical maximum amount of product (1.0 means a 100% yield; for example, 0.34 means a 34% yield). (1) The reactants are [NH2:1][CH2:2][C:3]1[CH:8]=[CH:7][C:6]([OH:9])=[CH:5][CH:4]=1.C(=O)(O)[O-].[Na+].[C:15]([O:19][C:20](O[C:20]([O:19][C:15]([CH3:18])([CH3:17])[CH3:16])=[O:21])=[O:21])([CH3:18])([CH3:17])[CH3:16]. The catalyst is C1COCC1.O.C(OCC)(=O)C. The product is [OH:9][C:6]1[CH:7]=[CH:8][C:3]([CH2:2][NH:1][C:20](=[O:21])[O:19][C:15]([CH3:18])([CH3:17])[CH3:16])=[CH:4][CH:5]=1. The yield is 1.00. (2) The reactants are [C:1]([O:5][C:6]([N:8]1[CH2:12][CH:11]([OH:13])[CH2:10][CH:9]1[C:14]1[NH:15][C:16]([C:19]2[CH:24]=[CH:23][C:22]([Br:25])=[CH:21][CH:20]=2)=[CH:17][N:18]=1)=[O:7])([CH3:4])([CH3:3])[CH3:2].[H-].[Na+].[CH3:28][Si:29]([CH2:32][CH2:33][O:34][CH2:35]Cl)([CH3:31])[CH3:30]. The catalyst is CN(C=O)C. The product is [C:1]([O:5][C:6]([N:8]1[CH2:12][CH:11]([OH:13])[CH2:10][CH:9]1[C:14]1[N:18]([CH2:35][O:34][CH2:33][CH2:32][Si:29]([CH3:31])([CH3:30])[CH3:28])[CH:17]=[C:16]([C:19]2[CH:24]=[CH:23][C:22]([Br:25])=[CH:21][CH:20]=2)[N:15]=1)=[O:7])([CH3:4])([CH3:2])[CH3:3]. The yield is 0.980. (3) The reactants are [CH:1]12[NH:17][CH:5]([CH:6]([C:8]3[CH:9]=[CH:10][C:11]([N:14]([CH3:16])[CH3:15])=[N:12][CH:13]=3)[CH2:7]1)[CH2:4][CH2:3][CH2:2]2.[C:18](Cl)([C:31]1[CH:36]=[CH:35][CH:34]=[CH:33][CH:32]=1)([C:25]1[CH:30]=[CH:29][CH:28]=[CH:27][CH:26]=1)[C:19]1[CH:24]=[CH:23][CH:22]=[CH:21][CH:20]=1. The catalyst is C(Cl)(Cl)Cl. The product is [CH3:16][N:14]([CH3:15])[C:11]1[CH:10]=[CH:9][C:8]([CH:6]2[CH2:7][CH:1]3[N:17]([C:18]([C:19]4[CH:24]=[CH:23][CH:22]=[CH:21][CH:20]=4)([C:31]4[CH:32]=[CH:33][CH:34]=[CH:35][CH:36]=4)[C:25]4[CH:26]=[CH:27][CH:28]=[CH:29][CH:30]=4)[CH:5]2[CH2:4][CH2:3][CH2:2]3)=[CH:13][N:12]=1. The yield is 0.350. (4) The reactants are Br[C:2]1[C:10]2[C:9]([NH:11][C@H:12]([C:14]3[N:19]([C:20]4[CH:25]=[CH:24][CH:23]=[CH:22][CH:21]=4)[C:18](=[O:26])[C:17]4=[C:27]([CH3:30])[CH:28]=[CH:29][N:16]4[N:15]=3)[CH3:13])=[N:8][CH:7]=[N:6][C:5]=2[N:4]([CH2:31][O:32][CH2:33][CH2:34][Si:35]([CH3:38])([CH3:37])[CH3:36])[CH:3]=1.[F:39][C:40]1[CH:45]=[CH:44][CH:43]=[C:42]([O:46][CH3:47])[C:41]=1B(O)O.C(=O)([O-])[O-].[Na+].[Na+]. The catalyst is Cl[Pd](Cl)([P](C1C=CC=CC=1)(C1C=CC=CC=1)C1C=CC=CC=1)[P](C1C=CC=CC=1)(C1C=CC=CC=1)C1C=CC=CC=1. The product is [F:39][C:40]1[CH:45]=[CH:44][CH:43]=[C:42]([O:46][CH3:47])[C:41]=1[C:2]1[C:10]2[C:9]([NH:11][C@H:12]([C:14]3[N:19]([C:20]4[CH:25]=[CH:24][CH:23]=[CH:22][CH:21]=4)[C:18](=[O:26])[C:17]4=[C:27]([CH3:30])[CH:28]=[CH:29][N:16]4[N:15]=3)[CH3:13])=[N:8][CH:7]=[N:6][C:5]=2[N:4]([CH2:31][O:32][CH2:33][CH2:34][Si:35]([CH3:38])([CH3:37])[CH3:36])[CH:3]=1. The yield is 0.460. (5) The reactants are Cl.Cl.[CH3:3][C@H:4]1[C:12]2[C:11]([N:13]3[CH2:18][CH2:17][NH:16][CH2:15][CH2:14]3)=[N:10][CH:9]=[N:8][C:7]=2[CH2:6][CH2:5]1.[C:19]([O:23][C:24]([N:26]([CH:39]([CH3:41])[CH3:40])[CH2:27][CH:28]([C:32]1[CH:37]=[CH:36][C:35]([Cl:38])=[CH:34][CH:33]=1)[C:29](O)=[O:30])=[O:25])([CH3:22])([CH3:21])[CH3:20].CN(C(ON1N=NC2C=CC=CC1=2)=[N+](C)C)C.F[P-](F)(F)(F)(F)F. The catalyst is C(Cl)Cl.C(N(CC)CC)C. The product is [Cl:38][C:35]1[CH:36]=[CH:37][C:32]([CH:28]([C:29]([N:16]2[CH2:17][CH2:18][N:13]([C:11]3[C:12]4[C@H:4]([CH3:3])[CH2:5][CH2:6][C:7]=4[N:8]=[CH:9][N:10]=3)[CH2:14][CH2:15]2)=[O:30])[CH2:27][N:26]([CH:39]([CH3:40])[CH3:41])[C:24](=[O:25])[O:23][C:19]([CH3:21])([CH3:20])[CH3:22])=[CH:33][CH:34]=1. The yield is 0.440.